The task is: Regression. Given a peptide amino acid sequence and an MHC pseudo amino acid sequence, predict their binding affinity value. This is MHC class I binding data.. This data is from Peptide-MHC class I binding affinity with 185,985 pairs from IEDB/IMGT. (1) The peptide sequence is REIGDISYL. The MHC is HLA-A26:01 with pseudo-sequence HLA-A26:01. The binding affinity (normalized) is 0.0847. (2) The peptide sequence is PLILAYFPVFRFL. The MHC is HLA-B07:02 with pseudo-sequence HLA-B07:02. The binding affinity (normalized) is 0. (3) The peptide sequence is IEIKDTKEAL. The MHC is HLA-A24:02 with pseudo-sequence HLA-A24:02. The binding affinity (normalized) is 0. (4) The peptide sequence is IPELKHGLL. The MHC is HLA-B35:01 with pseudo-sequence HLA-B35:01. The binding affinity (normalized) is 0.0861.